From a dataset of hERG Central: cardiac toxicity at 1µM, 10µM, and general inhibition. Predict hERG channel inhibition at various concentrations. (1) The compound is COc1ccc(COC(=O)c2cc([N+](=O)[O-])ccc2N2CCOCC2)cc1F. Results: hERG_inhib (hERG inhibition (general)): blocker. (2) The molecule is CCOc1cccc2sc(N(CCCN(C)C)C(=O)c3ccc(S(=O)(=O)N(C)c4ccccc4)cc3)nc12.Cl. Results: hERG_inhib (hERG inhibition (general)): blocker. (3) The molecule is O=C1CCCN1CCCNC(=S)Nc1ccc(Cl)cc1Cl. Results: hERG_inhib (hERG inhibition (general)): blocker. (4) The drug is CCN(CC)CCn1c2c(c(SCC(=O)Nc3cccc4ccccc34)nc1=O)CCCC2. Results: hERG_inhib (hERG inhibition (general)): blocker. (5) The compound is CS(=O)(=O)Nc1ccc(C2=NN(C(=O)c3ccco3)C(c3ccccc3F)C2)cc1. Results: hERG_inhib (hERG inhibition (general)): blocker. (6) The molecule is COc1ccc(N2CCN(C(=O)c3ccc(Br)cc3)CC2)c([N+](=O)[O-])c1. Results: hERG_inhib (hERG inhibition (general)): blocker. (7) The compound is Cc1ccc(C2(CCNCc3ccc(N(C)C)cc3)CCOC(C(C)C)C2)cc1. Results: hERG_inhib (hERG inhibition (general)): blocker.